From a dataset of Full USPTO retrosynthesis dataset with 1.9M reactions from patents (1976-2016). Predict the reactants needed to synthesize the given product. (1) The reactants are: [CH3:1][O:2][C:3]([C:5]1[N:6]([C:17]2[CH:22]=[CH:21][CH:20]=[C:19]([C:23]([O:25][CH3:26])=[O:24])[CH:18]=2)[C:7]2[C:12]([C:13]=1[CH2:14][CH2:15][OH:16])=[CH:11][CH:10]=[CH:9][CH:8]=2)=[O:4].[S:27](Cl)([C:30]1[CH:36]=[CH:35][C:33]([CH3:34])=[CH:32][CH:31]=1)(=[O:29])=[O:28].C(N(CC)CC)C. Given the product [CH3:1][O:2][C:3]([C:5]1[N:6]([C:17]2[CH:22]=[CH:21][CH:20]=[C:19]([C:23]([O:25][CH3:26])=[O:24])[CH:18]=2)[C:7]2[C:12]([C:13]=1[CH2:14][CH2:15][O:16][S:27]([C:30]1[CH:36]=[CH:35][C:33]([CH3:34])=[CH:32][CH:31]=1)(=[O:29])=[O:28])=[CH:11][CH:10]=[CH:9][CH:8]=2)=[O:4], predict the reactants needed to synthesize it. (2) The reactants are: Br[C:2]1[CH:3]=[N:4][N:5]2[CH:10]=[C:9]([Cl:11])[CH:8]=[N:7][C:6]=12.C[O:13][C:14]([C:16]1[S:17][CH:18]=[C:19](B2OC(C)(C)C(C)(C)O2)[CH:20]=1)=[O:15].C(=O)([O-])[O-].[Na+].[Na+].[OH-].[K+].Cl. Given the product [Cl:11][C:9]1[CH:8]=[N:7][C:6]2[N:5]([N:4]=[CH:3][C:2]=2[C:19]2[CH:20]=[C:16]([C:14]([OH:15])=[O:13])[S:17][CH:18]=2)[CH:10]=1, predict the reactants needed to synthesize it. (3) The reactants are: [Cl:1][C:2]1[CH:3]=[C:4]([CH2:8][C:9]([NH:11][C@H:12]([C:14]([OH:16])=[O:15])[CH3:13])=[O:10])[CH:5]=[CH:6][CH:7]=1.[CH3:17][C:18](=[CH2:21])[CH2:19]O. Given the product [CH3:19][C:18](=[CH2:17])[CH2:21][O:15][C:14](=[O:16])[C@H:12]([CH3:13])[NH:11][C:9](=[O:10])[CH2:8][C:4]1[CH:5]=[CH:6][CH:7]=[C:2]([Cl:1])[CH:3]=1, predict the reactants needed to synthesize it. (4) Given the product [CH3:16][O:17][C:2]1[C:10]([N+:11]([O-:13])=[O:12])=[C:9]2[C:5]([C:6](=[O:15])[C:7](=[O:14])[NH:8]2)=[CH:4][CH:3]=1, predict the reactants needed to synthesize it. The reactants are: Cl[C:2]1[C:10]([N+:11]([O-:13])=[O:12])=[C:9]2[C:5]([C:6](=[O:15])[C:7](=[O:14])[NH:8]2)=[CH:4][CH:3]=1.[CH3:16][O-:17].[Na+].Cl.